Predict which catalyst facilitates the given reaction. From a dataset of Catalyst prediction with 721,799 reactions and 888 catalyst types from USPTO. (1) Product: [CH2:25]([CH:2]([CH2:1][CH2:7][CH2:8][CH3:9])[C:3]([OH:4])=[O:16])[CH2:26][CH2:27][CH2:28][CH2:29][CH3:30].[OH:24][CH2:19][CH:20]([CH2:21][OH:22])[OH:23].[OH:18][CH2:13][CH:14]([CH2:15][OH:16])[OH:17].[OH:12][CH2:7][CH:8]([CH2:9][OH:10])[OH:11].[OH:6][CH2:1][CH:2]([CH2:3][OH:4])[OH:5]. The catalyst class is: 1. Reactant: [CH2:1]([OH:6])[CH:2]([OH:5])[CH2:3][OH:4].[CH2:7]([OH:12])[CH:8]([OH:11])[CH2:9][OH:10].[CH2:13]([OH:18])[CH:14]([OH:17])[CH2:15][OH:16].[CH2:19]([OH:24])[CH:20]([OH:23])[CH2:21][OH:22].[C:25](O)(=O)[CH2:26][CH2:27][CH2:28][CH2:29][CH3:30].CCN=C=NCCCN(C)C.Cl. (2) Product: [CH3:1][S:2]([CH3:14])(=[N:4][C:5]1[CH:10]=[CH:9][CH:8]=[C:7]([NH2:11])[CH:6]=1)=[O:3]. The catalyst class is: 50. Reactant: [CH3:1][S:2]([CH3:14])(=[N:4][C:5]1[CH:10]=[CH:9][CH:8]=[C:7]([N+:11]([O-])=O)[CH:6]=1)=[O:3].[H][H]. (3) Reactant: [CH:1]([O:4][C:5]([N:7]1[CH:12]([CH2:13][CH3:14])[CH2:11][CH:10]([N:15]([CH2:20][C:21]2[CH:26]=[C:25]([C:27]([F:30])([F:29])[F:28])[CH:24]=[C:23]([Cl:31])[CH:22]=2)[C:16]([O:18][CH3:19])=[O:17])[CH2:9][CH:8]1[CH2:32][CH:33]=C)=[O:6])([CH3:3])[CH3:2].[O:35]=[O+][O-].O=O.C1(P(C2C=CC=CC=2)C2C=CC=CC=2)C=CC=CC=1. Product: [CH:1]([O:4][C:5]([N:7]1[CH:8]([CH2:32][CH:33]=[O:35])[CH2:9][CH:10]([N:15]([CH2:20][C:21]2[CH:26]=[C:25]([C:27]([F:30])([F:28])[F:29])[CH:24]=[C:23]([Cl:31])[CH:22]=2)[C:16]([O:18][CH3:19])=[O:17])[CH2:11][CH:12]1[CH2:13][CH3:14])=[O:6])([CH3:2])[CH3:3]. The catalyst class is: 61. (4) Reactant: O=[C:2]1[CH2:7][CH2:6][C:5]([C:10]2[CH:15]=[CH:14][CH:13]=[CH:12][CH:11]=2)([C:8]#[N:9])[CH2:4][CH2:3]1.CC([O-])=O.[NH4+:20]. Product: [NH2:20][CH:2]1[CH2:7][CH2:6][C:5]([C:10]2[CH:15]=[CH:14][CH:13]=[CH:12][CH:11]=2)([C:8]#[N:9])[CH2:4][CH2:3]1. The catalyst class is: 5. (5) Reactant: [Cl:1][C:2]1[CH:9]=[C:8](F)[CH:7]=[CH:6][C:3]=1[C:4]#[N:5].[NH:11]1[CH2:16][CH2:15][NH:14][CH2:13][CH2:12]1. Product: [Cl:1][C:2]1[CH:9]=[C:8]([N:11]2[CH2:16][CH2:15][NH:14][CH2:13][CH2:12]2)[CH:7]=[CH:6][C:3]=1[C:4]#[N:5]. The catalyst class is: 80. (6) Reactant: O[C@@H:2]1[CH2:7][CH2:6][C@H:5]([CH2:8][C:9]#[N:10])[CH2:4][CH2:3]1.N1C=CN=C1.C1(P(C2C=CC=CC=2)C2C=CC=CC=2)C=CC=CC=1.[I:35]I. Product: [I:35][C@H:2]1[CH2:7][CH2:6][C@H:5]([CH2:8][C:9]#[N:10])[CH2:4][CH2:3]1. The catalyst class is: 4. (7) Reactant: CC1(C)C(C)(C)[O:5][B:4]([C:9]2[CH:14]=[CH:13][N:12]=[C:11](N3CCNCC3)[CH:10]=2)[O:3]1.Cl.CN(C)[CH2:25][CH2:26][CH2:27][N:28]=[C:29]=NCC.[OH:34]N1C2C=CC=CC=2N=N1.C1(N)CC1.C(N(CC)C(C)C)(C)C. Product: [CH:27]1([NH:28][C:29]([C:11]2[CH:10]=[C:9]([B:4]([OH:3])[OH:5])[CH:14]=[CH:13][N:12]=2)=[O:34])[CH2:25][CH2:26]1. The catalyst class is: 287. (8) Reactant: [CH2:1]([C@@H:4]([NH:16][S@](C(C)(C)C)=O)[C:5]1[CH:10]=[CH:9][C:8]([O:11][C:12]([F:15])([F:14])[F:13])=[CH:7][CH:6]=1)[CH:2]=[CH2:3].[ClH:23]. Product: [ClH:23].[CH2:1]([C@@H:4]([NH2:16])[C:5]1[CH:6]=[CH:7][C:8]([O:11][C:12]([F:14])([F:15])[F:13])=[CH:9][CH:10]=1)[CH:2]=[CH2:3]. The catalyst class is: 28.